From a dataset of Full USPTO retrosynthesis dataset with 1.9M reactions from patents (1976-2016). Predict the reactants needed to synthesize the given product. Given the product [Br:1][C:2]1[CH:7]=[CH:6][C:5]([NH:8][C:9]2[N:10]([CH3:20])[C:11](=[O:19])[CH:12]=[CH:13][C:14]=2[C:15]([NH:33][O:32][CH2:31][C@@H:30]([O:29][Si:22]([C:25]([CH3:26])([CH3:28])[CH3:27])([CH3:24])[CH3:23])[CH3:34])=[O:17])=[C:4]([F:21])[CH:3]=1, predict the reactants needed to synthesize it. The reactants are: [Br:1][C:2]1[CH:7]=[CH:6][C:5]([NH:8][C:9]2[N:10]([CH3:20])[C:11](=[O:19])[CH:12]=[CH:13][C:14]=2[C:15]([O:17]C)=O)=[C:4]([F:21])[CH:3]=1.[Si:22]([O:29][C@@H:30]([CH3:34])[CH2:31][O:32][NH2:33])([C:25]([CH3:28])([CH3:27])[CH3:26])([CH3:24])[CH3:23].C[Si]([N-][Si](C)(C)C)(C)C.[Li+].